This data is from Forward reaction prediction with 1.9M reactions from USPTO patents (1976-2016). The task is: Predict the product of the given reaction. (1) Given the reactants [NH2:1][C:2]([NH2:4])=[S:3].Br[CH:6]([C:12](=O)[CH2:13][CH3:14])[C:7]([O:9][CH2:10][CH3:11])=[O:8].[NH4+].[OH-], predict the reaction product. The product is: [NH2:1][C:2]1[S:3][C:6]([C:7]([O:9][CH2:10][CH3:11])=[O:8])=[C:12]([CH2:13][CH3:14])[N:4]=1. (2) Given the reactants Cl[C:2]1[O:3][C:4]([C:7]2[CH:8]=[C:9]3[C:14](=[CH:15][CH:16]=2)[CH:13]=[N:12][CH:11]=[CH:10]3)=[CH:5][N:6]=1.[NH2:17][C:18]1[CH:19]=[C:20]([NH:24][S:25]([CH3:28])(=[O:27])=[O:26])[CH:21]=[CH:22][CH:23]=1, predict the reaction product. The product is: [CH:13]1[C:14]2[C:9](=[CH:8][C:7]([C:4]3[O:3][C:2]([NH:17][C:18]4[CH:19]=[C:20]([NH:24][S:25]([CH3:28])(=[O:27])=[O:26])[CH:21]=[CH:22][CH:23]=4)=[N:6][CH:5]=3)=[CH:16][CH:15]=2)[CH:10]=[CH:11][N:12]=1. (3) Given the reactants [CH2:1]([N:8]1[CH2:13][CH2:12][N:11]([C:14]([O:16][C:17]([CH3:20])([CH3:19])[CH3:18])=[O:15])[CH2:10][C@H:9]1[CH2:21]Br)[C:2]1[CH:7]=[CH:6][CH:5]=[CH:4][CH:3]=1.[C:23]([C:25]1[CH:30]=[CH:29][CH:28]=[CH:27][C:26]=1[OH:31])#[N:24].CN(C=O)C, predict the reaction product. The product is: [CH2:1]([N:8]1[CH2:13][CH2:12][N:11]([C:14]([O:16][C:17]([CH3:20])([CH3:19])[CH3:18])=[O:15])[CH2:10][C@H:9]1[CH2:21][O:31][C:26]1[CH:27]=[CH:28][CH:29]=[CH:30][C:25]=1[C:23]#[N:24])[C:2]1[CH:7]=[CH:6][CH:5]=[CH:4][CH:3]=1. (4) Given the reactants [Cl:1][CH2:2][CH2:3][CH2:4][CH:5]1[S:10][C:9]2[CH:11]=[CH:12][CH:13]=[CH:14][C:8]=2[NH:7][S:6]1(=[O:16])=[O:15].[Cl:17][C:18]1[CH:19]=[C:20](B(O)O)[CH:21]=[CH:22][C:23]=1[F:24], predict the reaction product. The product is: [Cl:1][CH2:2][CH2:3][CH2:4][CH:5]1[S:10][C:9]2[CH:11]=[CH:12][CH:13]=[CH:14][C:8]=2[N:7]([C:20]2[CH:21]=[CH:22][C:23]([F:24])=[C:18]([Cl:17])[CH:19]=2)[S:6]1(=[O:15])=[O:16].